From a dataset of Peptide-MHC class II binding affinity with 134,281 pairs from IEDB. Regression. Given a peptide amino acid sequence and an MHC pseudo amino acid sequence, predict their binding affinity value. This is MHC class II binding data. The peptide sequence is PEFQSIVQTLNAMPE. The MHC is HLA-DQA10301-DQB10301 with pseudo-sequence YNYHERRFATVLHIVYFAYTYYDVRTETVHLETT. The binding affinity (normalized) is 0.227.